From a dataset of Catalyst prediction with 721,799 reactions and 888 catalyst types from USPTO. Predict which catalyst facilitates the given reaction. (1) Reactant: [OH:1][C:2]1[CH:3]=[C:4]([C:15]([O:17][CH3:18])=[O:16])[CH:5]=[C:6]([C:8]2[CH:13]=[CH:12][C:11]([CH3:14])=[CH:10][CH:9]=2)[CH:7]=1.C(=O)([O-])[O-].[K+].[K+].Br[C:26]1[S:27][CH:28]=[CH:29][N:30]=1.CS(C)=O. Product: [CH3:14][C:11]1[CH:10]=[CH:9][C:8]([C:6]2[CH:7]=[C:2]([O:1][C:26]3[S:27][CH:28]=[CH:29][N:30]=3)[CH:3]=[C:4]([C:15]([O:17][CH3:18])=[O:16])[CH:5]=2)=[CH:13][CH:12]=1. The catalyst class is: 25. (2) Product: [OH:58][C@@H:56]([CH3:57])[CH2:55][O:54][NH:53][C:16]([C:15]1[C:10]([NH:9][C:3]2[CH:4]=[CH:5][C:6]([I:8])=[CH:7][C:2]=2[F:1])=[C:11]2[CH:21]=[N:20][N:19]([CH2:22][C:23]3[CH:24]=[CH:25][C:26]([O:29][CH3:30])=[CH:27][CH:28]=3)[C:12]2=[N:13][CH:14]=1)=[O:18]. The catalyst class is: 18. Reactant: [F:1][C:2]1[CH:7]=[C:6]([I:8])[CH:5]=[CH:4][C:3]=1[NH:9][C:10]1[C:15]([C:16]([OH:18])=O)=[CH:14][N:13]=[C:12]2[N:19]([CH2:22][C:23]3[CH:28]=[CH:27][C:26]([O:29][CH3:30])=[CH:25][CH:24]=3)[N:20]=[CH:21][C:11]=12.C1C=CC2N(O)N=NC=2C=1.CCN=C=NCCCN(C)C.Cl.[NH2:53][O:54][CH2:55][C@@H:56]([OH:58])[CH3:57].CCN(C(C)C)C(C)C. (3) Reactant: [Si]([O:8][C:9]1[CH:10]=[CH:11][C:12]([Cl:26])=[C:13]([CH:25]=1)[NH:14][C@@H:15]([C:17]1[CH:22]=[CH:21][C:20]([Cl:23])=[CH:19][C:18]=1[Cl:24])[CH3:16])(C(C)(C)C)(C)C.[F-].C([N+](CCCC)(CCCC)CCCC)CCC. Product: [Cl:26][C:12]1[CH:11]=[CH:10][C:9]([OH:8])=[CH:25][C:13]=1[NH:14][C@@H:15]([C:17]1[CH:22]=[CH:21][C:20]([Cl:23])=[CH:19][C:18]=1[Cl:24])[CH3:16]. The catalyst class is: 30.